This data is from Reaction yield outcomes from USPTO patents with 853,638 reactions. The task is: Predict the reaction yield, written as a fraction of the theoretical maximum amount of product (1.0 means a 100% yield; for example, 0.34 means a 34% yield). (1) The reactants are [NH:1]1[CH2:5][CH2:4][CH2:3][C@@H:2]1[CH2:6][OH:7].[CH3:8][C:9]([O:12][C:13](O[C:13]([O:12][C:9]([CH3:11])([CH3:10])[CH3:8])=[O:14])=[O:14])([CH3:11])[CH3:10].C(N(CC)CC)C. The catalyst is C(Cl)Cl. The product is [OH:7][CH2:6][C@H:2]1[CH2:3][CH2:4][CH2:5][N:1]1[C:13]([O:12][C:9]([CH3:11])([CH3:10])[CH3:8])=[O:14]. The yield is 0.910. (2) The reactants are [F:1][C:2]1[CH:8]=[CH:7][C:5]([NH2:6])=[CH:4][CH:3]=1.Cl.[N:10]([O-])=O.[Na+].CC([O-])=O.[Na+].[Cl:19][CH:20](C(C)=O)[C:21]([O:23][CH3:24])=[O:22]. The catalyst is CO. The product is [CH3:24][O:23][C:21](=[O:22])[C:20](=[N:10][NH:6][C:5]1[CH:7]=[CH:8][C:2]([F:1])=[CH:3][CH:4]=1)[Cl:19]. The yield is 0.940. (3) The reactants are C(O[C:4](=[O:9])[CH2:5][N+:6]([O-:8])=[O:7])C.[H-].[Na+].[H][H].[CH3:14][N:15]1C(=O)O[C:18](=[O:19])[C:17]2=[CH:23][CH:24]=[CH:25][CH:26]=[C:16]12.Cl. The catalyst is CC(N(C)C)=O. The product is [OH:19][C:18]1[C:17]2[C:16](=[CH:26][CH:25]=[CH:24][CH:23]=2)[N:15]([CH3:14])[C:4](=[O:9])[C:5]=1[N+:6]([O-:8])=[O:7]. The yield is 0.270. (4) The reactants are [OH:1][C@:2]([CH3:38])([CH2:36][I:37])[C:3](=[O:35])[C@@H:4]([NH:12][C:13](=[O:34])[C@@H:14]([NH:18][C:19](=[O:33])[C@@H:20]([NH:24][C:25]([C:27]1[S:31][C:30]([CH3:32])=[N:29][CH:28]=1)=[O:26])[CH2:21][O:22][CH3:23])[CH2:15][O:16][CH3:17])[CH2:5][C:6]1[CH:11]=[CH:10][CH:9]=[CH:8][CH:7]=1.[C:39]([S:42][CH2:43][CH2:44][CH2:45][CH2:46][CH2:47][C:48](O[C:48](=[O:49])[CH2:47][CH2:46][CH2:45][CH2:44][CH2:43][S:42][C:39](=[O:41])[CH3:40])=[O:49])(=[O:41])[CH3:40]. The catalyst is CN(C1C=CN=CC=1)C.N1C=CC=CC=1.O.ClCCl. The product is [C:39]([S:42][CH2:43][CH2:44][CH2:45][CH2:46][CH2:47][C:48]([O:1][C@@:2]([CH3:38])([C:3](=[O:35])[C@@H:4]([NH:12][C:13](=[O:34])[C@@H:14]([NH:18][C:19](=[O:33])[C@@H:20]([NH:24][C:25]([C:27]1[S:31][C:30]([CH3:32])=[N:29][CH:28]=1)=[O:26])[CH2:21][O:22][CH3:23])[CH2:15][O:16][CH3:17])[CH2:5][C:6]1[CH:7]=[CH:8][CH:9]=[CH:10][CH:11]=1)[CH2:36][I:37])=[O:49])(=[O:41])[CH3:40]. The yield is 0.180. (5) The reactants are FC1C=CC(C)=C2C=1[CH:4]=[C:5]([NH2:13])[N:6]=C2.C(OCC(COCC)C(=N)C(=N)[CH2:21][C:22]1[CH:27]=[C:26]([C:28]([F:31])([F:30])[F:29])[CH:25]=[C:24]([F:32])[CH:23]=1)C. No catalyst specified. The product is [F:32][C:24]1[CH:23]=[C:22]2[C:27]([CH:4]=[C:5]([NH2:13])[N:6]=[CH:21]2)=[C:26]([C:28]([F:29])([F:30])[F:31])[CH:25]=1. The yield is 0.694. (6) The reactants are [C:1]([C:3]1[CH:10]=[CH:9][C:6]([CH2:7]Br)=[CH:5][CH:4]=1)#[N:2].P(OCC)(OCC)[O:12]CC.O.Cl.[NH:23]1[CH2:28][CH2:27][C:26](=O)[CH2:25][CH2:24]1.[OH-].[K+]. The catalyst is CC(O)C.O.C(O)C.C1(C)C=CC=CC=1. The product is [NH:23]1[CH2:28][CH2:27][C:26](=[CH:7][C:6]2[CH:9]=[CH:10][C:3]([C:1]([NH2:2])=[O:12])=[CH:4][CH:5]=2)[CH2:25][CH2:24]1. The yield is 0.414. (7) The reactants are [NH2:1][CH2:2][C:3]1[CH:8]=[CH:7][C:6]([O:9][CH2:10][C:11]2[CH:16]=[CH:15][CH:14]=[CH:13][CH:12]=2)=[CH:5][C:4]=1[NH:17][CH2:18][CH2:19][CH2:20][O:21][CH3:22].[C:23](C1NC=CN=1)(C1NC=CN=1)=[O:24]. The catalyst is C1COCC1.CCOC(C)=O. The product is [CH2:10]([O:9][C:6]1[CH:5]=[C:4]2[C:3]([CH2:2][NH:1][C:23](=[O:24])[N:17]2[CH2:18][CH2:19][CH2:20][O:21][CH3:22])=[CH:8][CH:7]=1)[C:11]1[CH:16]=[CH:15][CH:14]=[CH:13][CH:12]=1. The yield is 0.920.